From a dataset of Full USPTO retrosynthesis dataset with 1.9M reactions from patents (1976-2016). Predict the reactants needed to synthesize the given product. (1) Given the product [NH:6]1[C:15]2[C:14]3[CH:16]=[CH:17][CH:18]=[CH:19][C:13]=3[O:12][C:11]3[CH:20]=[CH:21][CH:22]=[CH:23][C:10]=3[C:9]=2[CH:8]=[C:7]1[CH:28]=[O:29], predict the reactants needed to synthesize it. The reactants are: P(Cl)(Cl)(Cl)=O.[NH:6]1[C:15]2[C:14]3[CH:16]=[CH:17][CH:18]=[CH:19][C:13]=3[O:12][C:11]3[CH:20]=[CH:21][CH:22]=[CH:23][C:10]=3[C:9]=2[CH:8]=[CH:7]1.[OH-].[Na+].CN(C)[CH:28]=[O:29]. (2) Given the product [C:1]([O:5][C:6](=[O:18])[CH2:7][CH2:8][C:9]1[CH:14]=[CH:13][C:12]([OH:15])=[CH:11][C:10]=1[CH2:16][NH:17][C:26](=[O:33])[C:27]1[CH:32]=[CH:31][CH:30]=[CH:29][CH:28]=1)([CH3:4])([CH3:2])[CH3:3], predict the reactants needed to synthesize it. The reactants are: [C:1]([O:5][C:6](=[O:18])[CH2:7][CH2:8][C:9]1[CH:14]=[CH:13][C:12]([OH:15])=[CH:11][C:10]=1[CH2:16][NH2:17])([CH3:4])([CH3:3])[CH3:2].C(N(CC)CC)C.[C:26](Cl)(=[O:33])[C:27]1[CH:32]=[CH:31][CH:30]=[CH:29][CH:28]=1. (3) Given the product [F:1][C:2]([F:30])([F:29])[C:3]1[CH:4]=[C:5]([C@H:13]2[O:17][C:16](=[O:18])[N:15]([CH2:19][C:20]3[C:25]([Br:26])=[CH:24][CH:23]=[C:22]([N:35]4[CH2:36][CH:33]([F:32])[CH2:34]4)[N:21]=3)[C@H:14]2[CH3:28])[CH:6]=[C:7]([C:9]([F:12])([F:11])[F:10])[CH:8]=1, predict the reactants needed to synthesize it. The reactants are: [F:1][C:2]([F:30])([F:29])[C:3]1[CH:4]=[C:5]([C@H:13]2[O:17][C:16](=[O:18])[N:15]([CH2:19][C:20]3[C:25]([Br:26])=[CH:24][CH:23]=[C:22](Cl)[N:21]=3)[C@H:14]2[CH3:28])[CH:6]=[C:7]([C:9]([F:12])([F:11])[F:10])[CH:8]=1.Cl.[F:32][CH:33]1[CH2:36][NH:35][CH2:34]1.C(=O)(O)[O-].[Na+]. (4) Given the product [O:30]=[C:22]1[C:23]2[CH:29]=[CH:28][CH:27]=[CH:26][C:24]=2[S:25][C:1]([C:3]2[N:8]=[C:7]([CH2:9][CH2:10][CH2:11][CH2:12][C:13]([O:15][CH2:16][CH2:17][Si:18]([CH3:20])([CH3:19])[CH3:21])=[O:14])[CH:6]=[CH:5][CH:4]=2)=[N:2]1, predict the reactants needed to synthesize it. The reactants are: [C:1]([C:3]1[N:8]=[C:7]([CH2:9][CH2:10][CH2:11][CH2:12][C:13]([O:15][CH2:16][CH2:17][Si:18]([CH3:21])([CH3:20])[CH3:19])=[O:14])[CH:6]=[CH:5][CH:4]=1)#[N:2].[C:22](OC)(=[O:30])[C:23]1[C:24](=[CH:26][CH:27]=[CH:28][CH:29]=1)[SH:25].C(N(CC)CC)C.